This data is from Full USPTO retrosynthesis dataset with 1.9M reactions from patents (1976-2016). The task is: Predict the reactants needed to synthesize the given product. (1) Given the product [OH:30][C:26]1([C@:12]2([C:10]([N:4]3[CH2:5][C@@H:6]4[CH2:9][C@H:3]3[CH2:8][N:7]4[C:32]3[CH:37]=[CH:36][CH:35]=[C:34]([C:38]([F:41])([F:40])[F:39])[N:33]=3)=[O:11])[CH2:16][CH2:15][C@@H:14]([NH:17][C@@H:18]3[C@H:23]([O:24][CH3:25])[CH2:22][O:21][CH2:20][CH2:19]3)[CH2:13]2)[CH2:29][CH2:28][CH2:27]1, predict the reactants needed to synthesize it. The reactants are: Cl.Cl.[C@H:3]12[CH2:9][C@H:6]([NH:7][CH2:8]1)[CH2:5][N:4]2[C:10]([C@@:12]1([C:26]2([OH:30])[CH2:29][CH2:28][CH2:27]2)[CH2:16][CH2:15][C@@H:14]([NH:17][C@@H:18]2[C@H:23]([O:24][CH3:25])[CH2:22][O:21][CH2:20][CH2:19]2)[CH2:13]1)=[O:11].Cl[C:32]1[CH:37]=[CH:36][CH:35]=[C:34]([C:38]([F:41])([F:40])[F:39])[N:33]=1.C(N(C(C)C)CC)(C)C. (2) Given the product [NH2:3][C@@:4]([C:9]1[CH:14]=[CH:13][CH:12]=[CH:11][CH:10]=1)([CH3:8])[C:5]([O:7][CH2:18][CH3:19])=[O:6], predict the reactants needed to synthesize it. The reactants are: C([NH:3][C@@:4]([C:9]1[CH:14]=[CH:13][CH:12]=[CH:11][CH:10]=1)([CH3:8])[C:5]([OH:7])=[O:6])=O.C(N[C@:18](C1C=CC=CC=1)(C)[C:19](O)=O)=O. (3) The reactants are: C([O:3][C:4]([C:6]1[CH:10]=[C:9]([C:11]2[CH:16]=[CH:15][N:14]=[C:13](/[CH:17]=[CH:18]/[C:19]3[CH:24]=[CH:23][CH:22]=[CH:21][CH:20]=3)[CH:12]=2)[NH:8][C:7]=1[CH:25]([CH3:27])[CH3:26])=[O:5])C.[OH-].[Na+].Cl. Given the product [CH:25]([C:7]1[NH:8][C:9]([C:11]2[CH:16]=[CH:15][N:14]=[C:13](/[CH:17]=[CH:18]/[C:19]3[CH:20]=[CH:21][CH:22]=[CH:23][CH:24]=3)[CH:12]=2)=[CH:10][C:6]=1[C:4]([OH:5])=[O:3])([CH3:27])[CH3:26], predict the reactants needed to synthesize it. (4) Given the product [CH3:26][CH:27]([CH2:43][CH2:44][CH2:45][CH:46]([CH3:48])[CH3:47])[CH2:28][CH2:29][Si:30]1([CH2:33][CH2:34][CH:35]([CH3:42])[CH2:36][CH2:37][CH2:38][CH:39]([CH3:40])[CH3:41])[C:2]2[CH:6]=[CH:5][S:4][C:3]=2[C:11]2[S:12][CH:13]=[CH:14][C:15]1=2, predict the reactants needed to synthesize it. The reactants are: Br[C:2]1[CH:6]=[C:5]([Si](C)(C)C)[S:4][C:3]=1[C:11]1[S:12][C:13]([Si](C)(C)C)=[CH:14][C:15]=1Br.C([Li])CCC.[CH3:26][CH:27]([CH2:43][CH2:44][CH2:45][CH:46]([CH3:48])[CH3:47])[CH2:28][CH2:29][Si:30]([CH2:33][CH2:34][CH:35]([CH3:42])[CH2:36][CH2:37][CH2:38][CH:39]([CH3:41])[CH3:40])(Cl)Cl.O.